This data is from HIV replication inhibition screening data with 41,000+ compounds from the AIDS Antiviral Screen. The task is: Binary Classification. Given a drug SMILES string, predict its activity (active/inactive) in a high-throughput screening assay against a specified biological target. (1) The compound is Cc1ccccc1CN1C2=NCCN2C(=O)C2=C1CCN(S(=O)(=O)c1ccc(Cl)c(S(N)(=O)=O)c1)C2. The result is 0 (inactive). (2) The compound is O=C(O)CNc1c2ccccc2nc2ccccc12. The result is 0 (inactive). (3) The drug is N#CC(=Cc1ccc2[nH]ccc2c1)C(=O)c1ccc(O)c(O)c1. The result is 0 (inactive).